From a dataset of Peptide-MHC class I binding affinity with 185,985 pairs from IEDB/IMGT. Regression. Given a peptide amino acid sequence and an MHC pseudo amino acid sequence, predict their binding affinity value. This is MHC class I binding data. (1) The peptide sequence is NPANKEESI. The MHC is HLA-A68:02 with pseudo-sequence HLA-A68:02. The binding affinity (normalized) is 0.0847. (2) The binding affinity (normalized) is 0.513. The MHC is HLA-A11:01 with pseudo-sequence HLA-A11:01. The peptide sequence is SINKVYGRY.